From a dataset of Reaction yield outcomes from USPTO patents with 853,638 reactions. Predict the reaction yield, written as a fraction of the theoretical maximum amount of product (1.0 means a 100% yield; for example, 0.34 means a 34% yield). (1) The reactants are [CH:1]1[N:5]=[CH:4][N:3]([CH2:6][C:7]([P:13]([OH:16])([OH:15])=[O:14])([P:9]([OH:12])([OH:11])=[O:10])[OH:8])[CH:2]=1.[OH-:17].[Na+:18].O. The catalyst is CO. The product is [CH:1]1[N:5]=[CH:4][N:3]([CH2:6][C:7]([P:9]([O-:12])([OH:11])=[O:10])([P:13]([O-:15])([OH:16])=[O:14])[OH:8])[CH:2]=1.[OH2:17].[OH2:8].[OH2:8].[OH2:8].[Na+:18].[Na+:18]. The yield is 0.930. (2) The reactants are [CH3:1][C:2]1[CH:7]=[CH:6][C:5]([S:8]([O:11][CH2:12][CH:13]2[CH2:17][C:16]3[CH:18]=[CH:19][CH:20]=[C:21](Br)[C:15]=3[O:14]2)(=[O:10])=[O:9])=[CH:4][CH:3]=1.[CH3:23][O:24][C:25]1[CH:30]=[CH:29][C:28]([O:31][CH3:32])=[CH:27][C:26]=1B(O)O. No catalyst specified. The product is [CH3:1][C:2]1[CH:7]=[CH:6][C:5]([S:8]([O:11][CH2:12][CH:13]2[CH2:17][C:16]3[CH:18]=[CH:19][CH:20]=[C:21]([C:29]4[CH:30]=[C:25]([O:24][CH3:23])[CH:26]=[CH:27][C:28]=4[O:31][CH3:32])[C:15]=3[O:14]2)(=[O:10])=[O:9])=[CH:4][CH:3]=1. The yield is 0.510. (3) The reactants are [NH2:1][C:2]1[N:6]([C:7]2[C:12]([Cl:13])=[CH:11][CH:10]=[CH:9][C:8]=2[Cl:14])[N:5]=[C:4]([CH:15]([CH3:17])[CH3:16])[C:3]=1[C:18]([NH2:20])=[O:19].[OH:21][C:22]1[CH:27]=[CH:26][C:25]([CH2:28][C:29](OCC)=O)=[CH:24][CH:23]=1.CC[O-].[Na+].CC(O)=O. The catalyst is CCO. The product is [Cl:14][C:8]1[CH:9]=[CH:10][CH:11]=[C:12]([Cl:13])[C:7]=1[N:6]1[C:2]2[N:1]=[C:29]([CH2:28][C:25]3[CH:26]=[CH:27][C:22]([OH:21])=[CH:23][CH:24]=3)[NH:20][C:18](=[O:19])[C:3]=2[C:4]([CH:15]([CH3:16])[CH3:17])=[N:5]1. The yield is 0.760.